From a dataset of Full USPTO retrosynthesis dataset with 1.9M reactions from patents (1976-2016). Predict the reactants needed to synthesize the given product. (1) Given the product [Cl:1][C:2]1[CH:3]=[C:4]2[C:5](=[CH:6][CH:7]=1)[N:8]([CH2:10][C:11]([N:13]1[CH2:14][CH2:15][CH:16]([CH3:33])[CH2:17][CH2:18]1)=[O:12])[CH:24]=[C:25]2[CH2:26][CH2:27][NH:28][CH3:29], predict the reactants needed to synthesize it. The reactants are: [Cl:1][C:2]1[CH:7]=[CH:6][C:5]([N:8]([CH2:10][C:11]([N:13]2[CH2:18][CH2:17][CH2:16][CH2:15][CH:14]2C)=[O:12])N)=[CH:4][CH:3]=1.Cl.C(O[CH:24](OCC)[CH2:25][CH2:26][CH2:27][NH:28][CH3:29])C.[CH3:33]COC(C)=O.CCO.[NH4+].[OH-]. (2) Given the product [C:12]([C:11]1[CH:14]=[CH:15][C:8]([N:5]2[C:6](=[O:7])[C:2]([CH3:33])([CH3:1])[N:3]([C:21]3[CH:26]=[CH:25][C:24]([CH:27]4[CH2:32][CH2:31][N:30]([CH2:70][CH2:69][O:68][CH2:67][CH2:66][CH2:65][O:64][CH2:63][C:62]([NH:61][C@@H:36]([C:35]([CH3:34])([CH3:84])[CH3:83])[C:37]([N:39]5[CH2:43][C@H:42]([OH:44])[CH2:41][C@H:40]5[C:45]([NH:47][CH2:48][C:49]5[CH:54]=[CH:53][C:52]([C:55]6[S:59][CH:58]=[N:57][C:56]=6[CH3:60])=[CH:51][CH:50]=5)=[O:46])=[O:38])=[O:82])[CH2:29][CH2:28]4)=[CH:23][CH:22]=3)[C:4]2=[S:20])=[CH:9][C:10]=1[C:16]([F:17])([F:19])[F:18])#[N:13], predict the reactants needed to synthesize it. The reactants are: [CH3:1][C:2]1([CH3:33])[C:6](=[O:7])[N:5]([C:8]2[CH:15]=[CH:14][C:11]([C:12]#[N:13])=[C:10]([C:16]([F:19])([F:18])[F:17])[CH:9]=2)[C:4](=[S:20])[N:3]1[C:21]1[CH:26]=[CH:25][C:24]([CH:27]2[CH2:32][CH2:31][NH:30][CH2:29][CH2:28]2)=[CH:23][CH:22]=1.[CH3:34][C:35]([CH3:84])([CH3:83])[C@H:36]([NH:61][C:62](=[O:82])[CH2:63][O:64][CH2:65][CH2:66][CH2:67][O:68][CH2:69][CH2:70]OS(C1C=CC(C)=CC=1)(=O)=O)[C:37]([N:39]1[CH2:43][C@H:42]([OH:44])[CH2:41][C@H:40]1[C:45]([NH:47][CH2:48][C:49]1[CH:54]=[CH:53][C:52]([C:55]2[S:59][CH:58]=[N:57][C:56]=2[CH3:60])=[CH:51][CH:50]=1)=[O:46])=[O:38].C(=O)([O-])[O-].[K+].[K+].O. (3) Given the product [N:34]1[CH:35]=[CH:36][CH:37]=[CH:38][C:33]=1[CH2:32][NH:31][C:22](=[O:23])[C:21]1[CH:27]=[CH:28][C:18]([NH:17][C:15]([C:10]2[CH:11]=[CH:12][CH:13]=[CH:14][C:9]=2[C:6]2[CH:7]=[CH:8][C:3]([C:2]([F:29])([F:1])[F:30])=[CH:4][CH:5]=2)=[O:16])=[N:19][CH:20]=1, predict the reactants needed to synthesize it. The reactants are: [F:1][C:2]([F:30])([F:29])[C:3]1[CH:8]=[CH:7][C:6]([C:9]2[CH:14]=[CH:13][CH:12]=[CH:11][C:10]=2[C:15]([NH:17][C:18]2[CH:28]=[CH:27][C:21]([C:22](OCC)=[O:23])=[CH:20][N:19]=2)=[O:16])=[CH:5][CH:4]=1.[NH2:31][CH2:32][C:33]1[CH:38]=[CH:37][CH:36]=[CH:35][N:34]=1.Cl.C(=O)([O-])[O-].[K+].[K+].